This data is from Full USPTO retrosynthesis dataset with 1.9M reactions from patents (1976-2016). The task is: Predict the reactants needed to synthesize the given product. (1) The reactants are: [Cl:1][C:2]1[CH:7]=[CH:6][C:5]([CH2:8][CH:9]([N:13]2[CH2:17][CH2:16][CH2:15][CH2:14]2)[C:10](=O)[CH3:11])=[CH:4][CH:3]=1.N1C=CC=CC=1.Cl.[NH2:25][OH:26]. Given the product [Cl:1][C:2]1[CH:7]=[CH:6][C:5]([CH2:8][CH:9]([N:13]2[CH2:17][CH2:16][CH2:15][CH2:14]2)[C:10](=[N:25][OH:26])[CH3:11])=[CH:4][CH:3]=1, predict the reactants needed to synthesize it. (2) Given the product [N:1]1[C:2]([CH:10]=[N:18][C:19]2[CH:24]=[CH:23][N:22]=[C:21]([O:25][CH3:26])[CH:20]=2)=[CH:3][N:4]2[CH:9]=[CH:8][CH:7]=[CH:6][C:5]=12, predict the reactants needed to synthesize it. The reactants are: [N:1]1[C:2]([CH:10]=O)=[CH:3][N:4]2[CH:9]=[CH:8][CH:7]=[CH:6][C:5]=12.S([O-])([O-])(=O)=O.[Mg+2].[NH2:18][C:19]1[CH:24]=[CH:23][N:22]=[C:21]([O:25][CH3:26])[CH:20]=1. (3) The reactants are: Br[CH2:2][CH2:3][CH2:4][O:5][C:6]1[C:11]([CH3:12])=[CH:10][C:9]([Cl:13])=[CH:8][C:7]=1[I:14].[I:15][C:16]1[CH:21]=[C:20]([Cl:22])[CH:19]=[CH:18][C:17]=1[OH:23].C(=O)([O-])[O-].[K+].[K+]. Given the product [Cl:13][C:9]1[CH:10]=[C:11]([CH3:12])[C:6]([O:5][CH2:4][CH2:3][CH2:2][O:23][C:17]2[CH:18]=[CH:19][C:20]([Cl:22])=[CH:21][C:16]=2[I:15])=[C:7]([I:14])[CH:8]=1, predict the reactants needed to synthesize it. (4) Given the product [Cl:17][C:18]1[CH:19]=[C:20]([NH:21][C:2]2[C:12]3[CH:11]=[C:10]([C:13]([O:15][CH3:16])=[O:14])[CH2:9][CH2:8][NH:7][C:6]=3[N:5]=[CH:4][N:3]=2)[CH:22]=[CH:23][C:24]=1[O:25][C:26]1[CH:31]=[CH:30][CH:29]=[C:28]([S:32]([CH:35]([CH3:36])[CH3:37])(=[O:33])=[O:34])[CH:27]=1, predict the reactants needed to synthesize it. The reactants are: Cl[C:2]1[C:12]2[CH:11]=[C:10]([C:13]([O:15][CH3:16])=[O:14])[CH2:9][CH2:8][NH:7][C:6]=2[N:5]=[CH:4][N:3]=1.[Cl:17][C:18]1[CH:19]=[C:20]([CH:22]=[CH:23][C:24]=1[O:25][C:26]1[CH:31]=[CH:30][CH:29]=[C:28]([S:32]([CH:35]([CH3:37])[CH3:36])(=[O:34])=[O:33])[CH:27]=1)[NH2:21].[Cl-].[NH+]1C=CC=CC=1.C(=O)(O)[O-].[Na+]. (5) Given the product [S:28]([C:24]1[CH:23]=[C:22]([NH:21][C:18]([C:17]2[CH:16]=[N:15][N:11]3[C:12]([CH3:14])=[CH:13][C:8]([C:5]4[CH:4]=[CH:3][C:2]([Cl:1])=[CH:7][CH:6]=4)=[N:9][C:10]=23)=[O:20])[CH:27]=[CH:26][CH:25]=1)(=[O:29])(=[O:30])[NH2:31], predict the reactants needed to synthesize it. The reactants are: [Cl:1][C:2]1[CH:7]=[CH:6][C:5]([C:8]2[CH:13]=[C:12]([CH3:14])[N:11]3[N:15]=[CH:16][C:17]([C:18]([OH:20])=O)=[C:10]3[N:9]=2)=[CH:4][CH:3]=1.[NH2:21][C:22]1[CH:23]=[C:24]([S:28]([NH2:31])(=[O:30])=[O:29])[CH:25]=[CH:26][CH:27]=1. (6) Given the product [OH:23][C:21]([CH2:20][O:19][C:14]1[CH:15]=[CH:16][CH:17]=[CH:18][C:13]=1[CH:12]1[N:11]([C:25]2[CH:26]=[CH:27][C:28]([C:31]3[CH:35]=[CH:34][S:33][CH:32]=3)=[CH:29][CH:30]=2)[C:10](=[O:36])[C:7]([OH:42])=[C:6]1[C:5](=[O:45])[C:1]([CH3:4])([CH3:3])[CH3:2])=[O:22], predict the reactants needed to synthesize it. The reactants are: [C:1]([C:5]1[C:6]2[CH:12]([C:13]3[CH:18]=[CH:17][CH:16]=[CH:15][C:14]=3[O:19][CH2:20][C:21]([O:23]C)=[O:22])[N:11]([C:25]3[CH:30]=[CH:29][C:28]([C:31]4[CH:35]=[CH:34][S:33][CH:32]=4)=[CH:27][CH:26]=3)[C:10](=[O:36])[C:7]=2NN=1)([CH3:4])([CH3:3])[CH3:2].C1COCC1.[OH-:42].[Li+].Cl.[OH2:45]. (7) Given the product [CH3:59][C:56]([O:55][C:53]([NH:52][C:41](=[N:40][C:38]([O:37][C:34]([CH3:36])([CH3:35])[CH3:33])=[O:39])[NH:42][C:43]1[CH:51]=[CH:50][C:46]([C:47]([N:15]2[CH2:16][C@H:12]([CH:9]3[CH2:8][CH2:7][N:6]([S:3]([CH3:2])(=[O:4])=[O:5])[CH2:11][CH2:10]3)[CH2:13][C@@H:14]2[C:17]2[NH:18][C:19]([C:22]3[CH:23]=[CH:24][C:25]([NH:28][C:29](=[O:32])[O:30][CH3:31])=[CH:26][CH:27]=3)=[CH:20][N:21]=2)=[O:48])=[CH:45][CH:44]=1)=[O:54])([CH3:57])[CH3:58], predict the reactants needed to synthesize it. The reactants are: Cl.[CH3:2][S:3]([N:6]1[CH2:11][CH2:10][CH:9]([C@@H:12]2[CH2:16][NH:15][C@H:14]([C:17]3[NH:18][C:19]([C:22]4[CH:27]=[CH:26][C:25]([NH:28][C:29](=[O:32])[O:30][CH3:31])=[CH:24][CH:23]=4)=[CH:20][N:21]=3)[CH2:13]2)[CH2:8][CH2:7]1)(=[O:5])=[O:4].[CH3:33][C:34]([O:37][C:38]([NH:40][C:41](=[N:52][C:53]([O:55][C:56]([CH3:59])([CH3:58])[CH3:57])=[O:54])[NH:42][C:43]1[CH:51]=[CH:50][C:46]([C:47](O)=[O:48])=[CH:45][CH:44]=1)=[O:39])([CH3:36])[CH3:35]. (8) Given the product [N+:22]([C:19]1[CH:20]=[C:21]2[C:16](=[CH:17][CH:18]=1)[N:15]=[CH:14][N:13]=[C:12]2[NH:5][C:4]1[C:6]([F:10])=[CH:7][C:8]([Cl:9])=[C:2]([Cl:1])[CH:3]=1)([O-:24])=[O:23], predict the reactants needed to synthesize it. The reactants are: [Cl:1][C:2]1[CH:3]=[C:4]([C:6]([F:10])=[CH:7][C:8]=1[Cl:9])[NH2:5].Cl[C:12]1[C:21]2[C:16](=[CH:17][CH:18]=[C:19]([N+:22]([O-:24])=[O:23])[CH:20]=2)[N:15]=[CH:14][N:13]=1. (9) Given the product [C:6]([NH:9][C:10]([CH2:21][CH2:22][C:23]1[CH:28]=[CH:27][C:26]([O:29][C:30]2[CH:31]=[CH:32][C:33]([C:3](=[O:4])[CH2:2][Cl:1])=[CH:34][CH:35]=2)=[CH:25][CH:24]=1)([C:16]([O:18][CH2:19][CH3:20])=[O:17])[C:11]([O:13][CH2:14][CH3:15])=[O:12])(=[O:8])[CH3:7], predict the reactants needed to synthesize it. The reactants are: [Cl:1][CH2:2][C:3](Cl)=[O:4].[C:6]([NH:9][C:10]([CH2:21][CH2:22][C:23]1[CH:28]=[CH:27][C:26]([O:29][C:30]2[CH:35]=[CH:34][CH:33]=[CH:32][CH:31]=2)=[CH:25][CH:24]=1)([C:16]([O:18][CH2:19][CH3:20])=[O:17])[C:11]([O:13][CH2:14][CH3:15])=[O:12])(=[O:8])[CH3:7].[Al+3].[Cl-].[Cl-].[Cl-].